Dataset: Forward reaction prediction with 1.9M reactions from USPTO patents (1976-2016). Task: Predict the product of the given reaction. (1) Given the reactants [CH3:1][C:2]([C:13]1[CH:18]=[CH:17][CH:16]=[CH:15][CH:14]=1)([CH3:12])[CH2:3][NH:4][C:5](=[O:11])[O:6][C:7]([CH3:10])([CH3:9])[CH3:8].[CH2:19](Br)[CH:20]=[CH2:21], predict the reaction product. The product is: [CH2:21]([N:4]([CH2:3][C:2]([CH3:1])([C:13]1[CH:14]=[CH:15][CH:16]=[CH:17][CH:18]=1)[CH3:12])[C:5](=[O:11])[O:6][C:7]([CH3:8])([CH3:9])[CH3:10])[CH:20]=[CH2:19]. (2) Given the reactants C(=O)([O-])[O-].[Cu+2:5].[Cu].[CH3:7][S:8]([OH:11])(=[O:10])=[O:9].C(=O)([O-])[O-], predict the reaction product. The product is: [CH3:7][S:8]([O-:11])(=[O:10])=[O:9].[Cu+2:5].[CH3:7][S:8]([O-:11])(=[O:10])=[O:9]. (3) Given the reactants [CH3:1][C:2]1[C:6]([C:7]2[CH:15]=[C:14]([C:16]([F:19])([F:18])[F:17])[CH:13]=[C:12]3[C:8]=2[CH:9]=[N:10][NH:11]3)=[C:5]([C:20](OCC)=[O:21])[N:4]([CH2:25][C:26]2[O:30][N:29]=[C:28]([CH3:31])[CH:27]=2)[N:3]=1.CC1N(CC2ON=C(C)C=2)N=C(C(OCC)=O)C=1C1C=C(C(F)(F)F)C=C2C=1C=NN2.[H-].[Al+3].[Li+].[H-].[H-].[H-], predict the reaction product. The product is: [CH3:1][C:2]1[C:6]([C:7]2[CH:15]=[C:14]([C:16]([F:17])([F:19])[F:18])[CH:13]=[C:12]3[C:8]=2[CH:9]=[N:10][NH:11]3)=[C:5]([CH2:20][OH:21])[N:4]([CH2:25][C:26]2[O:30][N:29]=[C:28]([CH3:31])[CH:27]=2)[N:3]=1.